Dataset: Full USPTO retrosynthesis dataset with 1.9M reactions from patents (1976-2016). Task: Predict the reactants needed to synthesize the given product. (1) Given the product [NH2:24][C:8]1[N:7]=[C:6]([O:5][CH2:1][CH2:2][CH2:3][CH3:4])[N:14]=[C:13]2[C:9]=1[NH:10][C:11](=[O:22])[N:12]2[CH2:15][CH:16]1[CH2:21][CH2:20][N:19]([CH:26]2[CH2:30][CH2:29][CH2:28][CH2:27]2)[CH2:18][CH2:17]1, predict the reactants needed to synthesize it. The reactants are: [CH2:1]([O:5][C:6]1[N:14]=[C:13]2[C:9]([N:10]=[C:11]([O:22]C)[N:12]2[CH2:15][CH:16]2[CH2:21][CH2:20][NH:19][CH2:18][CH2:17]2)=[C:8]([NH2:24])[N:7]=1)[CH2:2][CH2:3][CH3:4].I[CH:26]1[CH2:30][CH2:29][CH2:28][CH2:27]1. (2) Given the product [Cl:27][C:24]1[CH:25]=[CH:26][C:11]([NH:10][C:31](=[O:32])[C:30]2[CH:34]=[CH:35][CH:36]=[C:37]([C:38]([F:39])([F:40])[F:41])[C:29]=2[CH3:28])=[C:12]([C:13]([NH:15][CH2:16][CH:17]2[CH2:22][CH2:21][CH2:20][CH2:19][CH2:18]2)=[O:14])[CH:23]=1, predict the reactants needed to synthesize it. The reactants are: C(N(C(C)C)CC)(C)C.[NH2:10][C:11]1[CH:26]=[CH:25][C:24]([Cl:27])=[CH:23][C:12]=1[C:13]([NH:15][CH2:16][CH:17]1[CH2:22][CH2:21][CH2:20][CH2:19][CH2:18]1)=[O:14].[CH3:28][C:29]1[C:37]([C:38]([F:41])([F:40])[F:39])=[CH:36][CH:35]=[CH:34][C:30]=1[C:31](O)=[O:32].CN(C(ON1N=NC2C=CC=NC1=2)=[N+](C)C)C.F[P-](F)(F)(F)(F)F. (3) Given the product [Cl:17][C:14]1[CH:13]=[CH:12][C:11]([CH2:10][N:8]([C:6]([O:5][CH2:1][CH:4]2[C:28]3[CH:29]=[CH:30][CH:31]=[CH:32][C:33]=3[C:34]3[C:35]2=[CH:36][CH:37]=[CH:38][CH:39]=3)=[O:7])[NH:9][C:18]([O:21][C:11]([CH3:16])([CH3:12])[CH3:10])=[O:19])=[CH:16][CH:15]=1, predict the reactants needed to synthesize it. The reactants are: [C:1]([O:5][C:6]([N:8]([CH2:10][C:11]1[CH:16]=[CH:15][C:14]([Cl:17])=[CH:13][CH:12]=1)[NH2:9])=[O:7])([CH3:4])(C)C.[C:18]([O-:21])(O)=[O:19].[Na+].C(Cl)(OCC1[C:39]2[C:34](=[CH:35][CH:36]=[CH:37][CH:38]=2)[C:33]2[C:28]1=[CH:29][CH:30]=[CH:31][CH:32]=2)=O.O. (4) Given the product [Br:20][C:17]1[CH:18]=[CH:19][C:14]([C:2]#[C:1][C:3]2[CH:12]=[CH:11][C:6]([O:7][CH2:8][CH2:9][OH:10])=[CH:5][CH:4]=2)=[N:15][CH:16]=1, predict the reactants needed to synthesize it. The reactants are: [C:1]([C:3]1[CH:12]=[CH:11][C:6]([O:7][CH2:8][CH2:9][OH:10])=[CH:5][CH:4]=1)#[CH:2].Br[C:14]1[CH:19]=[CH:18][C:17]([Br:20])=[CH:16][N:15]=1. (5) Given the product [CH:28]1([C:31]2[CH:36]=[C:35]([CH2:19][N:17]3[CH2:18][C:15]4([CH2:26][C:12]([N:9]5[CH2:10][CH2:11][C:6]([CH3:27])([C:4]([O:3][CH2:1][CH3:2])=[O:5])[CH2:7][CH2:8]5)=[N:13][O:14]4)[CH2:16]3)[C:34]([O:39][CH:40]([CH3:42])[CH3:41])=[CH:33][C:32]=2[C:43]2[CH:44]=[CH:45][C:46]([F:49])=[CH:47][CH:48]=2)[CH2:30][CH2:29]1, predict the reactants needed to synthesize it. The reactants are: [CH2:1]([O:3][C:4]([C:6]1([CH3:27])[CH2:11][CH2:10][N:9]([C:12]2[CH2:26][C:15]3([CH2:18][N:17]([C:19](OC(C)(C)C)=O)[CH2:16]3)[O:14][N:13]=2)[CH2:8][CH2:7]1)=[O:5])[CH3:2].[CH:28]1([C:31]2[CH:36]=[C:35](C=O)[C:34]([O:39][CH:40]([CH3:42])[CH3:41])=[CH:33][C:32]=2[C:43]2[CH:48]=[CH:47][C:46]([F:49])=[CH:45][CH:44]=2)[CH2:30][CH2:29]1. (6) The reactants are: [CH3:1][CH:2]([NH:22][C:23]1[S:24][CH:25]=[C:26]([C:28]2[CH:33]=[CH:32][CH:31]=[CH:30][CH:29]=2)[N:27]=1)[C:3]1[CH:21]=[CH:20][C:6]([CH2:7][O:8][C:9]2[CH:14]=[CH:13][C:12]([CH2:15][C:16]([O:18]C)=[O:17])=[CH:11][CH:10]=2)=[CH:5][CH:4]=1.[OH-].[Na+].CO.Cl. Given the product [CH3:1][CH:2]([NH:22][C:23]1[S:24][CH:25]=[C:26]([C:28]2[CH:33]=[CH:32][CH:31]=[CH:30][CH:29]=2)[N:27]=1)[C:3]1[CH:4]=[CH:5][C:6]([CH2:7][O:8][C:9]2[CH:10]=[CH:11][C:12]([CH2:15][C:16]([OH:18])=[O:17])=[CH:13][CH:14]=2)=[CH:20][CH:21]=1, predict the reactants needed to synthesize it. (7) Given the product [F:5][C:6]1[CH:11]=[CH:10][C:9]([NH:12][C:13]2[N:15]=[C:23]([C:25]3[CH:26]=[N:27][CH:28]=[CH:29][CH:30]=3)[CH:22]=[CH:21][N:14]=2)=[CH:8][C:7]=1[N+:16]([O-:18])=[O:17], predict the reactants needed to synthesize it. The reactants are: [N+]([O-])(O)=O.[F:5][C:6]1[CH:11]=[CH:10][C:9]([NH:12][C:13]([NH2:15])=[NH:14])=[CH:8][C:7]=1[N+:16]([O-:18])=[O:17].CN(C)[CH:21]=[CH:22][C:23]([C:25]1[CH:26]=[N:27][CH:28]=[CH:29][CH:30]=1)=O. (8) Given the product [Cl:23][C:24]1[CH:29]=[CH:28][CH:27]=[CH:26][C:25]=1[C:19]1[CH:20]=[CH:21][C:16]([CH2:15][N:10]([C:5]2[CH:6]=[C:7]([F:9])[CH:8]=[C:3]([C:1]#[N:2])[CH:4]=2)[C:11](=[O:14])[CH2:12][CH3:13])=[CH:17][CH:18]=1, predict the reactants needed to synthesize it. The reactants are: [C:1]([C:3]1[CH:4]=[C:5]([N:10]([CH2:15][C:16]2[CH:21]=[CH:20][C:19](I)=[CH:18][CH:17]=2)[C:11](=[O:14])[CH2:12][CH3:13])[CH:6]=[C:7]([F:9])[CH:8]=1)#[N:2].[Cl:23][C:24]1[CH:29]=[CH:28][CH:27]=[CH:26][C:25]=1B(O)O. (9) Given the product [CH2:1]([O:3][C:4]([N:6]1[C:15]2[C:10](=[N:11][C:12]([O:16][CH3:17])=[CH:13][CH:14]=2)[C@@H:9]([NH:18][C:19]2[N:24]=[C:23]([CH2:25][C:26]3[CH:31]=[C:30]([C:32]([F:33])([F:34])[F:35])[CH:29]=[C:28]([C:36]([F:39])([F:37])[F:38])[CH:27]=3)[C:22]([O:40][CH:41]([CH3:42])[CH2:43][OH:44])=[CH:21][N:20]=2)[CH2:8][C@H:7]1[CH2:47][CH3:48])=[O:5])[CH3:2], predict the reactants needed to synthesize it. The reactants are: [CH2:1]([O:3][C:4]([N:6]1[C:15]2[C:10](=[N:11][C:12]([O:16][CH3:17])=[CH:13][CH:14]=2)[C@@H:9]([NH:18][C:19]2[N:24]=[C:23]([CH2:25][C:26]3[CH:31]=[C:30]([C:32]([F:35])([F:34])[F:33])[CH:29]=[C:28]([C:36]([F:39])([F:38])[F:37])[CH:27]=3)[C:22]([O:40][CH:41]([C:43](OC)=[O:44])[CH3:42])=[CH:21][N:20]=2)[CH2:8][C@H:7]1[CH2:47][CH3:48])=[O:5])[CH3:2].[H-].C([Al+]CC(C)C)C(C)C.C(O)(=O)CC(CC(O)=O)(C(O)=O)O.